This data is from Retrosynthesis with 50K atom-mapped reactions and 10 reaction types from USPTO. The task is: Predict the reactants needed to synthesize the given product. (1) Given the product [O-][n+]1ccccc1C(F)(F)F, predict the reactants needed to synthesize it. The reactants are: FC(F)(F)c1ccccn1.[OH-]. (2) The reactants are: CC1(C)OB(c2cnn(-c3cccnc3)c2)OC1(C)C.CCON=C1CS(=O)(=O)N(C)c2ccc(Br)nc21. Given the product CCON=C1CS(=O)(=O)N(C)c2ccc(-c3cnn(-c4cccnc4)c3)nc21, predict the reactants needed to synthesize it. (3) Given the product CC(C)(C)OC(=O)N1CC(O)CC(CNc2nc(-c3ccc(N4CCOCC4)cc3)cc3nccnc23)C1, predict the reactants needed to synthesize it. The reactants are: CC(C)(C)OC(=O)N1CC(O)CC(CNc2nc(Cl)cc3nccnc23)C1.OB(O)c1ccc(N2CCOCC2)cc1.